From a dataset of Retrosynthesis with 50K atom-mapped reactions and 10 reaction types from USPTO. Predict the reactants needed to synthesize the given product. (1) Given the product O=C(N(CCc1ccccc1)CCc1cccc([N+](=O)[O-])c1)C(F)(F)F, predict the reactants needed to synthesize it. The reactants are: O=C(OC(=O)C(F)(F)F)C(F)(F)F.O=[N+]([O-])c1cccc(CCNCCc2ccccc2)c1. (2) Given the product Cc1cc(Br)cc(Oc2ccc(C(F)(F)F)cn2)c1, predict the reactants needed to synthesize it. The reactants are: Cc1cc(O)cc(Br)c1.FC(F)(F)c1ccc(Cl)nc1. (3) Given the product CCOc1ncc(-c2nc(C(=O)NCCC(=O)O)c(O)c3cc(-c4ccccc4)c(=O)n(Cc4ccccc4)c23)cn1, predict the reactants needed to synthesize it. The reactants are: CCOc1ncc(-c2nc(C(=O)OC)c(O)c3cc(-c4ccccc4)c(=O)n(Cc4ccccc4)c23)cn1.NCCC(=O)O. (4) Given the product C#CCn1cnc(-c2cccnc2)c1, predict the reactants needed to synthesize it. The reactants are: C#CCBr.c1cncc(-c2c[nH]cn2)c1. (5) Given the product CCOC(=O)C(C)(CC)NC(=O)c1cc(Cl)c2ccccc2c1OCC1CCN(C(=O)OC(C)(C)C)CC1, predict the reactants needed to synthesize it. The reactants are: CC(C)(C)OC(=O)N1CCC(CO)CC1.CCOC(=O)C(C)(CC)NC(=O)c1cc(Cl)c2ccccc2c1O. (6) Given the product CC1(C)CC(Oc2ccc([N+](=O)[O-])cc2)CC(C)(C)C1, predict the reactants needed to synthesize it. The reactants are: CC1(C)CC(O)CC(C)(C)C1.O=[N+]([O-])c1ccc(F)cc1. (7) Given the product O=C(O)C(F)(F)F, predict the reactants needed to synthesize it. The reactants are: CC(C)(C)OC(=O)NCCSc1ccc(C#N)cn1. (8) The reactants are: CCN.CN(C)CCCOc1cccc(-c2cc(C(=O)N3CNC(=O)C3)nn2-c2cccc(Cl)c2)c1. Given the product O=CO, predict the reactants needed to synthesize it. (9) The reactants are: CC(C)(C)C1CCC(NCc2ccc(C(O)Cc3nn[nH]n3)cc2)CC1.O=C=Nc1cc(C(F)(F)F)cc(C(F)(F)F)c1. Given the product CC(C)(C)C1CCC(N(Cc2ccc(C(O)Cc3nn[nH]n3)cc2)C(=O)Nc2cc(C(F)(F)F)cc(C(F)(F)F)c2)CC1, predict the reactants needed to synthesize it. (10) Given the product CC(C)(C)OC(=O)NCCCCCOC(=O)Oc1ccc([N+](=O)[O-])cc1, predict the reactants needed to synthesize it. The reactants are: CC(C)(C)OC(=O)NCCCCCO.O=C(Cl)Oc1ccc([N+](=O)[O-])cc1.